This data is from Full USPTO retrosynthesis dataset with 1.9M reactions from patents (1976-2016). The task is: Predict the reactants needed to synthesize the given product. (1) Given the product [CH3:1][C:2]1[O:6][N:5]=[C:4]([C:7]2[CH:12]=[CH:11][CH:10]=[CH:9][CH:8]=2)[C:3]=1[C:13]([Cl:18])=[O:15], predict the reactants needed to synthesize it. The reactants are: [CH3:1][C:2]1[O:6][N:5]=[C:4]([C:7]2[CH:12]=[CH:11][CH:10]=[CH:9][CH:8]=2)[C:3]=1[C:13]([OH:15])=O.S(Cl)([Cl:18])=O. (2) Given the product [C:8]([N:11]1[C:20]2[C:15](=[CH:16][C:17]([N:21]3[CH2:22][CH2:23][N:24]([C:27]([O:29][C:30]([CH3:33])([CH3:32])[CH3:31])=[O:28])[CH2:25][CH2:26]3)=[CH:18][CH:19]=2)[C@H:14]([NH:34][C:2]2[CH:7]=[CH:6][CH:5]=[CH:4][CH:3]=2)[C@@H:13]([CH3:35])[C@@H:12]1[CH3:36])(=[O:10])[CH3:9], predict the reactants needed to synthesize it. The reactants are: Br[C:2]1[CH:7]=[CH:6][CH:5]=[CH:4][CH:3]=1.[C:8]([N:11]1[C:20]2[C:15](=[CH:16][C:17]([N:21]3[CH2:26][CH2:25][N:24]([C:27]([O:29][C:30]([CH3:33])([CH3:32])[CH3:31])=[O:28])[CH2:23][CH2:22]3)=[CH:18][CH:19]=2)[C@H:14]([NH2:34])[C@@H:13]([CH3:35])[C@@H:12]1[CH3:36])(=[O:10])[CH3:9].CN(C1C(C2C(P(C3CCCCC3)C3CCCCC3)=CC=CC=2)=CC=CC=1)C.CC(C)([O-])C.[Na+].